Dataset: Full USPTO retrosynthesis dataset with 1.9M reactions from patents (1976-2016). Task: Predict the reactants needed to synthesize the given product. Given the product [ClH:27].[C:1]([N:5]1[C:9]2[C:10](=[O:26])[NH:11][C:12]3([CH2:18][CH2:17][NH:16][CH2:15][CH2:14]3)[CH2:13][C:8]=2[CH:7]=[N:6]1)([CH3:4])([CH3:2])[CH3:3], predict the reactants needed to synthesize it. The reactants are: [C:1]([N:5]1[C:9]2[C:10](=[O:26])[NH:11][C:12]3([CH2:18][CH2:17][N:16](C(OC(C)(C)C)=O)[CH2:15][CH2:14]3)[CH2:13][C:8]=2[CH:7]=[N:6]1)([CH3:4])([CH3:3])[CH3:2].[ClH:27].